This data is from Forward reaction prediction with 1.9M reactions from USPTO patents (1976-2016). The task is: Predict the product of the given reaction. (1) Given the reactants [C:1]([NH2:9])(=[O:8])[C:2]1[CH:7]=[CH:6][CH:5]=[N:4][CH:3]=1.[CH3:10][O:11][C:12]1[CH:19]=[CH:18][C:15]([CH2:16][Cl:17])=[CH:14][CH:13]=1, predict the reaction product. The product is: [Cl-:17].[CH3:10][O:11][C:12]1[CH:19]=[CH:18][C:15]([CH2:16][N+:4]2[CH:5]=[CH:6][CH:7]=[C:2]([C:1](=[O:8])[NH2:9])[CH:3]=2)=[CH:14][CH:13]=1. (2) Given the reactants [C:1]([C:5]1[CH:10]=[CH:9][CH:8]=[C:7]([N+:11]([O-])=O)[C:6]=1[CH:14]=[CH2:15])([CH3:4])([CH3:3])[CH3:2].C(C1C(C=C)=C(N)C=CC=1)(C)(C)C, predict the reaction product. The product is: [C:1]([C:5]1[C:6]([CH2:14][CH3:15])=[C:7]([NH2:11])[CH:8]=[CH:9][CH:10]=1)([CH3:4])([CH3:3])[CH3:2]. (3) Given the reactants [I:1][C:2]1[C:3]([CH3:12])=[C:4]([CH:9]=[CH:10][CH:11]=1)[C:5]([O:7][CH3:8])=[O:6].[Br:13]NC(=O)CCC(N)=O, predict the reaction product. The product is: [Br:13][CH2:12][C:3]1[C:2]([I:1])=[CH:11][CH:10]=[CH:9][C:4]=1[C:5]([O:7][CH3:8])=[O:6]. (4) Given the reactants [CH2:1]([O:3][C:4]([C:6]1[C:7]2[S:15][CH:14]=[C:13]([CH2:16]Br)[C:8]=2[C:9]([Cl:12])=[N:10][CH:11]=1)=[O:5])[CH3:2].[F:18][C:19]1[CH:24]=[C:23]([Br:25])[CH:22]=[C:21]([F:26])[C:20]=1[OH:27].C(=O)([O-])[O-].[K+].[K+], predict the reaction product. The product is: [CH2:1]([O:3][C:4]([C:6]1[C:7]2[S:15][CH:14]=[C:13]([CH2:16][O:27][C:20]3[C:19]([F:18])=[CH:24][C:23]([Br:25])=[CH:22][C:21]=3[F:26])[C:8]=2[C:9]([Cl:12])=[N:10][CH:11]=1)=[O:5])[CH3:2].